Dataset: Peptide-MHC class I binding affinity with 185,985 pairs from IEDB/IMGT. Task: Regression. Given a peptide amino acid sequence and an MHC pseudo amino acid sequence, predict their binding affinity value. This is MHC class I binding data. (1) The peptide sequence is ITSKEVFTY. The MHC is HLA-A03:01 with pseudo-sequence HLA-A03:01. The binding affinity (normalized) is 0.285. (2) The peptide sequence is KPEVRIPVDL. The MHC is HLA-B35:01 with pseudo-sequence HLA-B35:01. The binding affinity (normalized) is 0.